Dataset: Reaction yield outcomes from USPTO patents with 853,638 reactions. Task: Predict the reaction yield, written as a fraction of the theoretical maximum amount of product (1.0 means a 100% yield; for example, 0.34 means a 34% yield). (1) The reactants are N1C=CC=CC=1.[NH2:7][C:8]1[CH:13]=[C:12]([CH2:14][C:15]2[C:20]([Cl:21])=[CH:19][CH:18]=[CH:17][C:16]=2[Cl:22])[N:11]=[C:10]([NH:23][C:24]2[CH:31]=[CH:30][C:27]([C:28]#[N:29])=[CH:26][CH:25]=2)[N:9]=1.[C:32](Cl)(=[O:40])[CH2:33][CH2:34][CH2:35][CH2:36][CH2:37][CH2:38][CH3:39]. The catalyst is C(Cl)Cl. The product is [Cl:22][C:16]1[CH:17]=[CH:18][CH:19]=[C:20]([Cl:21])[C:15]=1[CH2:14][C:12]1[N:11]=[C:10]([NH:23][C:24]2[CH:25]=[CH:26][C:27]([C:28]#[N:29])=[CH:30][CH:31]=2)[N:9]=[C:8]([NH:7][C:32](=[O:40])[CH2:33][CH2:34][CH2:35][CH2:36][CH2:37][CH2:38][CH3:39])[CH:13]=1. The yield is 0.686. (2) The reactants are [OH-].[Li+].[C:3]12([NH:13][C:14]([C:16]3[CH:17]=[CH:18][C:19]([N:26]4[CH2:31][CH2:30][CH2:29][C@@H:28]([CH2:32][C:33]([O:35]C)=[O:34])[CH2:27]4)=[N:20][C:21]=3[S:22][CH2:23][CH2:24][CH3:25])=[O:15])[CH2:12][CH:7]3[CH2:8][CH:9]([CH2:11][CH:5]([CH2:6]3)[CH2:4]1)[CH2:10]2.Cl. The catalyst is O.CO.C1COCC1.CCOC(C)=O. The product is [C:3]12([NH:13][C:14]([C:16]3[CH:17]=[CH:18][C:19]([N:26]4[CH2:31][CH2:30][CH2:29][C@@H:28]([CH2:32][C:33]([OH:35])=[O:34])[CH2:27]4)=[N:20][C:21]=3[S:22][CH2:23][CH2:24][CH3:25])=[O:15])[CH2:12][CH:7]3[CH2:6][CH:5]([CH2:11][CH:9]([CH2:8]3)[CH2:10]1)[CH2:4]2. The yield is 0.910. (3) The product is [CH3:31][N:19]1[C:14]([CH:13]([O:21][N:22]=[C:23]2[CH2:28][CH2:27][NH:26][CH2:25][CH2:24]2)[S:10]([C:7]2[CH:8]=[CH:9][C:4]([O:3][C:2]([F:1])([F:29])[F:30])=[CH:5][CH:6]=2)(=[O:11])=[O:12])=[CH:15][CH:16]=[CH:17][C:18]1=[O:20]. The reactants are [F:1][C:2]([F:30])([F:29])[O:3][C:4]1[CH:9]=[CH:8][C:7]([S:10]([CH:13]([O:21][N:22]=[C:23]2[CH2:28][CH2:27][NH:26][CH2:25][CH2:24]2)[C:14]2[NH:19][C:18](=[O:20])[CH:17]=[CH:16][CH:15]=2)(=[O:12])=[O:11])=[CH:6][CH:5]=1.[C:31]([O-])([O-])=O.[K+].[K+].IC. The yield is 1.00. The catalyst is CC(C)=O. (4) The reactants are [CH:1]1([N:7]2[C:11]3[N:12]=[C:13]([C:16]#[N:17])[N:14]=[CH:15][C:10]=3[CH:9]=[C:8]2[CH2:18][C:19]2[CH:24]=[CH:23][C:22]([CH2:25]O)=[CH:21][CH:20]=2)[CH2:6][CH2:5][CH2:4][CH2:3][CH2:2]1.C1(P(C2C=CC=CC=2)C2C=CC=CC=2)C=CC=CC=1.C(Br)(Br)(Br)[Br:47]. The catalyst is C(Cl)Cl. The product is [Br:47][CH2:25][C:22]1[CH:23]=[CH:24][C:19]([CH2:18][C:8]2[N:7]([CH:1]3[CH2:6][CH2:5][CH2:4][CH2:3][CH2:2]3)[C:11]3[N:12]=[C:13]([C:16]#[N:17])[N:14]=[CH:15][C:10]=3[CH:9]=2)=[CH:20][CH:21]=1. The yield is 0.739. (5) The reactants are Cl[C:2]([O:4][CH3:5])=[O:3].[CH3:6][CH2:7][O:8][C:9]([CH:11]1[CH2:15][CH2:14][CH:13]([CH2:16][NH:17][CH2:18][C:19]([O:21][C:22]([CH3:25])([CH3:24])[CH3:23])=[O:20])[N:12]1[C:26]([O:28][C:29]([CH3:32])([CH3:31])[CH3:30])=[O:27])=[O:10].CN1CCOCC1. The catalyst is ClCCl. The product is [CH3:6][CH2:7][O:8][C:9]([CH:11]1[CH2:15][CH2:14][CH:13]([CH2:16][N:17]([CH2:18][C:19]([O:21][C:22]([CH3:23])([CH3:24])[CH3:25])=[O:20])[C:2]([O:4][CH3:5])=[O:3])[N:12]1[C:26]([O:28][C:29]([CH3:31])([CH3:30])[CH3:32])=[O:27])=[O:10]. The yield is 0.880. (6) The reactants are [NH2:1][C:2]1[CH:30]=[CH:29][C:5]([O:6][C:7]2[CH:12]=[CH:11][N:10]=[C:9]([NH:13][C:14]([N:16]3[CH2:21][CH2:20][CH:19]([N:22]4[CH2:25][CH:24]([N:26]([CH3:28])[CH3:27])[CH2:23]4)[CH2:18][CH2:17]3)=[O:15])[CH:8]=2)=[CH:4][CH:3]=1.[F:31][C:32]1[CH:37]=[CH:36][C:35]([CH2:38][C:39]([N:41]=[C:42]=[O:43])=[O:40])=[CH:34][CH:33]=1.C(=O)([O-])O.[Na+]. The catalyst is O1CCCC1.C(OCC)C.CCCCCC. The product is [F:31][C:32]1[CH:33]=[CH:34][C:35]([CH2:38][C:39]([NH:41][C:42](=[O:43])[NH:1][C:2]2[CH:3]=[CH:4][C:5]([O:6][C:7]3[CH:12]=[CH:11][N:10]=[C:9]([NH:13][C:14]([N:16]4[CH2:17][CH2:18][CH:19]([N:22]5[CH2:23][CH:24]([N:26]([CH3:28])[CH3:27])[CH2:25]5)[CH2:20][CH2:21]4)=[O:15])[CH:8]=3)=[CH:29][CH:30]=2)=[O:40])=[CH:36][CH:37]=1. The yield is 0.270.